From a dataset of Full USPTO retrosynthesis dataset with 1.9M reactions from patents (1976-2016). Predict the reactants needed to synthesize the given product. (1) Given the product [NH2:32][CH2:31][C:27]1([OH:30])[CH2:26][CH2:25][N:24]([C:22]([C:21]2[CH:20]=[CH:19][C:18]([C:15]3[N:16]=[CH:17][C:12]4[N:13]([C:9]([C:6]5[CH:7]=[CH:8][C:3]([C:1]#[N:2])=[CH:4][CH:5]=5)=[CH:10][N:11]=4)[CH:14]=3)=[CH:40][CH:39]=2)=[O:23])[CH2:29][CH2:28]1, predict the reactants needed to synthesize it. The reactants are: [C:1]([C:3]1[CH:8]=[CH:7][C:6]([C:9]2[N:13]3[CH:14]=[C:15]([C:18]4[CH:40]=[CH:39][C:21]([C:22]([N:24]5[CH2:29][CH2:28][C:27]([CH2:31][NH:32]C(=O)C(F)(F)F)([OH:30])[CH2:26][CH2:25]5)=[O:23])=[CH:20][CH:19]=4)[N:16]=[CH:17][C:12]3=[N:11][CH:10]=2)=[CH:5][CH:4]=1)#[N:2].C([O-])([O-])=O.[K+].[K+]. (2) Given the product [OH:22][C:23]1[CH:28]=[CH:27][CH:26]=[CH:25][C:24]=1[C:29]1([OH:35])[CH2:30][CH2:31][N:32]([CH2:6][CH2:7][C:8]([C:9]2[CH:10]=[CH:11][CH:12]=[CH:13][CH:14]=2)([C:15]2[CH:16]=[CH:17][CH:18]=[CH:19][CH:20]=2)[C:4]([N:3]([CH3:21])[CH3:2])=[O:5])[CH2:33][CH2:34]1, predict the reactants needed to synthesize it. The reactants are: [Br-].[CH3:2][N+:3]([CH3:21])=[C:4]1[C:8]([C:15]2[CH:20]=[CH:19][CH:18]=[CH:17][CH:16]=2)([C:9]2[CH:14]=[CH:13][CH:12]=[CH:11][CH:10]=2)[CH2:7][CH2:6][O:5]1.[OH:22][C:23]1[CH:28]=[CH:27][CH:26]=[CH:25][C:24]=1[C:29]1([OH:35])[CH2:34][CH2:33][NH:32][CH2:31][CH2:30]1.C(=O)([O-])[O-].[Na+].[Na+].O.